From a dataset of Forward reaction prediction with 1.9M reactions from USPTO patents (1976-2016). Predict the product of the given reaction. Given the reactants [CH3:1][O:2][C:3]1[CH:11]=[C:10]2[C:6]([C:7](=O)[C:8](=[O:12])[NH:9]2)=[CH:5][CH:4]=1.[C:14]([C:17]1[CH:22]=[CH:21][CH:20]=[CH:19][CH:18]=1)(=O)[CH3:15].[OH-].[K+].CC[OH:27], predict the reaction product. The product is: [CH3:1][O:2][C:3]1[CH:11]=[C:10]2[C:6]([C:7]([C:8]([OH:12])=[O:27])=[CH:15][C:14]([C:17]3[CH:22]=[CH:21][CH:20]=[CH:19][CH:18]=3)=[N:9]2)=[CH:5][CH:4]=1.